Dataset: Full USPTO retrosynthesis dataset with 1.9M reactions from patents (1976-2016). Task: Predict the reactants needed to synthesize the given product. (1) Given the product [CH3:30][CH2:15][CH2:14][CH:22]([CH3:21])[CH3:17].[CH3:1][S:2]([N:6]([S:2]([CH3:1])(=[O:4])=[O:3])[C:7]1[CH:8]=[C:9]([S:13][C:14]2[C:22]3[C:21](=[O:23])[N:20]([CH3:24])[C:19](=[O:25])[N:18]([CH2:26][CH:27]([CH3:28])[CH3:29])[C:17]=3[S:16][C:15]=2[CH2:30][C:31]2[C:40]3[C:35](=[CH:36][CH:37]=[CH:38][CH:39]=3)[CH:34]=[CH:33][CH:32]=2)[CH:10]=[CH:11][CH:12]=1)(=[O:4])=[O:3], predict the reactants needed to synthesize it. The reactants are: [CH3:1][S:2](Cl)(=[O:4])=[O:3].[NH2:6][C:7]1[CH:8]=[C:9]([S:13][C:14]2[C:22]3[C:21](=[O:23])[N:20]([CH3:24])[C:19](=[O:25])[N:18]([CH2:26][CH:27]([CH3:29])[CH3:28])[C:17]=3[S:16][C:15]=2[CH2:30][C:31]2[C:40]3[C:35](=[CH:36][CH:37]=[CH:38][CH:39]=3)[CH:34]=[CH:33][CH:32]=2)[CH:10]=[CH:11][CH:12]=1.C(N(CC)CC)C.C(=O)([O-])O.[Na+]. (2) Given the product [CH2:27]([O:23][C:18]1[C:19]([CH3:22])=[C:20]([CH3:21])[C:15]2[O:14][C:13]([CH3:26])([CH3:25])[CH:12]([C:9]3[CH:10]=[CH:11][C:6]([CH:3]([CH3:5])[CH3:4])=[CH:7][CH:8]=3)[C:16]=2[C:17]=1[CH3:24])[C:28]1[CH:33]=[CH:32][CH:31]=[CH:30][CH:29]=1, predict the reactants needed to synthesize it. The reactants are: [H-].[Na+].[CH:3]([C:6]1[CH:11]=[CH:10][C:9]([CH:12]2[C:16]3[C:17]([CH3:24])=[C:18]([OH:23])[C:19]([CH3:22])=[C:20]([CH3:21])[C:15]=3[O:14][C:13]2([CH3:26])[CH3:25])=[CH:8][CH:7]=1)([CH3:5])[CH3:4].[CH2:27](Br)[C:28]1[CH:33]=[CH:32][CH:31]=[CH:30][CH:29]=1.O. (3) Given the product [NH2:1][C:2]1[N:7]=[C:6]([C:8]2[O:9][CH:10]=[CH:11][CH:12]=2)[C:5]([C:13]#[N:14])=[C:4]([O:27][CH2:18][CH:19]=[CH:20][C:21]2[CH:26]=[CH:25][CH:24]=[CH:23][CH:22]=2)[N:3]=1, predict the reactants needed to synthesize it. The reactants are: [NH2:1][C:2]1[N:7]=[C:6]([C:8]2[O:9][CH:10]=[CH:11][CH:12]=2)[C:5]([C:13]#[N:14])=[C:4](S(C)=O)[N:3]=1.[CH2:18]([OH:27])/[CH:19]=[CH:20]/[C:21]1[CH:26]=[CH:25][CH:24]=[CH:23][CH:22]=1.C1CCN2C(=NCCC2)CC1. (4) Given the product [CH3:1][N:2]1[C:10]2[C:5](=[CH:6][CH:7]=[C:8]([C:11]3[CH:12]=[CH:13][C:14]([C:17]([F:18])([F:19])[F:20])=[CH:15][CH:16]=3)[CH:9]=2)[C:4]([C:26]([OH:28])=[O:27])=[CH:3]1, predict the reactants needed to synthesize it. The reactants are: [CH3:1][N:2]1[C:10]2[C:5](=[CH:6][CH:7]=[C:8]([C:11]3[CH:16]=[CH:15][C:14]([C:17]([F:20])([F:19])[F:18])=[CH:13][CH:12]=3)[CH:9]=2)[CH:4]=[CH:3]1.C([Li])CCC.[C:26](=[O:28])=[O:27]. (5) The reactants are: [CH3:1][O:2][C:3]1[CH:4]=[C:5]([CH2:19][C:20]([OH:22])=O)[CH:6]=[CH:7][C:8]=1[NH:9][C:10]([NH:12][C:13]1[CH:18]=[CH:17][CH:16]=[CH:15][CH:14]=1)=[O:11].[NH:23]1[CH2:27][CH2:26][CH2:25][CH:24]1[CH:28]=[CH:29][C:30]1[CH:39]=[CH:38][C:33]([C:34]([O:36][CH3:37])=[O:35])=[CH:32][CH:31]=1.C(N=C=NCCCN(C)C)C.ON1C2C=CC=CC=2N=N1.Cl. Given the product [CH3:1][O:2][C:3]1[CH:4]=[C:5]([CH2:19][C:20]([N:23]2[CH2:27][CH2:26][CH2:25][CH:24]2[CH:28]=[CH:29][C:30]2[CH:39]=[CH:38][C:33]([C:34]([O:36][CH3:37])=[O:35])=[CH:32][CH:31]=2)=[O:22])[CH:6]=[CH:7][C:8]=1[NH:9][C:10]([NH:12][C:13]1[CH:14]=[CH:15][CH:16]=[CH:17][CH:18]=1)=[O:11], predict the reactants needed to synthesize it. (6) Given the product [Cl:28][C:29]1[CH:34]=[CH:33][C:32]([C:4]([C@H:6]2[N:10]([C:11]([O:13][C:14]([CH3:16])([CH3:15])[CH3:17])=[O:12])[CH2:9][C@@:8]3([C:25]4[C:20](=[CH:21][CH:22]=[CH:23][CH:24]=4)[NH:19][C:18]3=[O:26])[CH2:7]2)=[O:5])=[CH:31][CH:30]=1, predict the reactants needed to synthesize it. The reactants are: CON(C)[C:4]([C@H:6]1[N:10]([C:11]([O:13][C:14]([CH3:17])([CH3:16])[CH3:15])=[O:12])[CH2:9][C@@:8]2([C:25]3[C:20](=[CH:21][CH:22]=[CH:23][CH:24]=3)[NH:19][C:18]2=[O:26])[CH2:7]1)=[O:5].[Cl:28][C:29]1[CH:34]=[CH:33][C:32]([Mg]Br)=[CH:31][CH:30]=1.